From a dataset of Peptide-MHC class II binding affinity with 134,281 pairs from IEDB. Regression. Given a peptide amino acid sequence and an MHC pseudo amino acid sequence, predict their binding affinity value. This is MHC class II binding data. The MHC is DRB1_0405 with pseudo-sequence DRB1_0405. The binding affinity (normalized) is 0.361. The peptide sequence is LLDNRSNHYEEVIAS.